From a dataset of Full USPTO retrosynthesis dataset with 1.9M reactions from patents (1976-2016). Predict the reactants needed to synthesize the given product. (1) Given the product [C:49]([C:51]1[CH:56]=[CH:55][CH:54]=[CH:53][C:52]=1[C:57]1[CH:62]=[CH:61][CH:60]=[C:59]([NH:63][C:22]([C:17]2[C:18](=[O:21])[O:19][C:20]3[C:15]([CH:16]=2)=[CH:14][CH:13]=[CH:12][C:11]=3[OH:10])=[O:24])[CH:58]=1)#[N:50], predict the reactants needed to synthesize it. The reactants are: CCN(C(C)C)C(C)C.[OH:10][C:11]1[CH:12]=[CH:13][CH:14]=[C:15]2[C:20]=1[O:19][C:18](=[O:21])[C:17]([C:22]([OH:24])=O)=[CH:16]2.CN(C(ON1N=NC2C=CC=NC1=2)=[N+](C)C)C.F[P-](F)(F)(F)(F)F.[C:49]([C:51]1[CH:56]=[CH:55][CH:54]=[CH:53][C:52]=1[C:57]1[CH:62]=[CH:61][CH:60]=[C:59]([NH2:63])[CH:58]=1)#[N:50]. (2) Given the product [F:42][C:43]([F:48])([F:47])[C:44]([OH:46])=[O:45].[NH2:28][C:18]1[N:17]([C:29]2[CH:34]=[C:33]([CH:32]=[CH:31][C:30]=2[CH3:41])[C:35]([NH:36][CH:37]2[CH2:38][CH2:39]2)=[O:40])[N:16]=[C:15]([O:14][CH:11]2[CH2:12][CH2:13][NH:8][CH2:9][CH2:10]2)[C:19]=1[C:20](=[O:27])[C:21]1[CH:22]=[CH:23][CH:24]=[CH:25][CH:26]=1, predict the reactants needed to synthesize it. The reactants are: C(OC([N:8]1[CH2:13][CH2:12][CH:11]([O:14][C:15]2[C:19]([C:20](=[O:27])[C:21]3[CH:26]=[CH:25][CH:24]=[CH:23][CH:22]=3)=[C:18]([NH2:28])[N:17]([C:29]3[CH:34]=[C:33]([C:35](=[O:40])[NH:36][CH:37]4[CH2:39][CH2:38]4)[CH:32]=[CH:31][C:30]=3[CH3:41])[N:16]=2)[CH2:10][CH2:9]1)=O)(C)(C)C.[F:42][C:43]([F:48])([F:47])[C:44]([OH:46])=[O:45].